Regression. Given two drug SMILES strings and cell line genomic features, predict the synergy score measuring deviation from expected non-interaction effect. From a dataset of NCI-60 drug combinations with 297,098 pairs across 59 cell lines. (1) Drug 1: CC12CCC3C(C1CCC2O)C(CC4=C3C=CC(=C4)O)CCCCCCCCCS(=O)CCCC(C(F)(F)F)(F)F. Drug 2: N.N.Cl[Pt+2]Cl. Cell line: KM12. Synergy scores: CSS=25.9, Synergy_ZIP=-9.19, Synergy_Bliss=-6.68, Synergy_Loewe=-6.45, Synergy_HSA=-4.31. (2) Drug 1: CC12CCC(CC1=CCC3C2CCC4(C3CC=C4C5=CN=CC=C5)C)O. Drug 2: CN(C(=O)NC(C=O)C(C(C(CO)O)O)O)N=O. Cell line: SW-620. Synergy scores: CSS=9.65, Synergy_ZIP=-3.63, Synergy_Bliss=-8.53, Synergy_Loewe=-8.19, Synergy_HSA=-8.59. (3) Drug 1: CC1OCC2C(O1)C(C(C(O2)OC3C4COC(=O)C4C(C5=CC6=C(C=C35)OCO6)C7=CC(=C(C(=C7)OC)O)OC)O)O. Drug 2: CC1CCCC2(C(O2)CC(NC(=O)CC(C(C(=O)C(C1O)C)(C)C)O)C(=CC3=CSC(=N3)C)C)C. Cell line: MCF7. Synergy scores: CSS=27.6, Synergy_ZIP=-1.81, Synergy_Bliss=2.99, Synergy_Loewe=4.07, Synergy_HSA=4.42. (4) Drug 1: CC12CCC3C(C1CCC2=O)CC(=C)C4=CC(=O)C=CC34C. Drug 2: C1=NC2=C(N1)C(=S)N=C(N2)N. Cell line: HL-60(TB). Synergy scores: CSS=47.3, Synergy_ZIP=-2.91, Synergy_Bliss=-3.40, Synergy_Loewe=-9.69, Synergy_HSA=-2.93.